From a dataset of Catalyst prediction with 721,799 reactions and 888 catalyst types from USPTO. Predict which catalyst facilitates the given reaction. Reactant: [NH2:1][C:2]1[CH:3]=[CH:4][C:5]([N:8]([CH2:16][CH2:17][N:18]2[C:22]([NH:23][C:24]([C:37]3[CH:42]=[CH:41][CH:40]=[CH:39][CH:38]=3)([C:31]3[CH:36]=[CH:35][CH:34]=[CH:33][CH:32]=3)[C:25]3[CH:30]=[CH:29][CH:28]=[CH:27][CH:26]=3)=[CH:21][CH:20]=[N:19]2)[C:9](=[O:15])[O:10][C:11]([CH3:14])([CH3:13])[CH3:12])=[N:6][CH:7]=1.[Cl:43][C:44]1[CH:52]=[CH:51][C:47]([C:48](O)=[O:49])=[C:46]([N:53]([CH3:55])[CH3:54])[CH:45]=1.ON1C2C=CC=CC=2N=N1.Cl.CN(C)CCCN=C=NCC. Product: [Cl:43][C:44]1[CH:52]=[CH:51][C:47]([C:48]([NH:1][C:2]2[CH:3]=[CH:4][C:5]([N:8]([CH2:16][CH2:17][N:18]3[C:22]([NH:23][C:24]([C:37]4[CH:42]=[CH:41][CH:40]=[CH:39][CH:38]=4)([C:31]4[CH:32]=[CH:33][CH:34]=[CH:35][CH:36]=4)[C:25]4[CH:26]=[CH:27][CH:28]=[CH:29][CH:30]=4)=[CH:21][CH:20]=[N:19]3)[C:9](=[O:15])[O:10][C:11]([CH3:12])([CH3:13])[CH3:14])=[N:6][CH:7]=2)=[O:49])=[C:46]([N:53]([CH3:55])[CH3:54])[CH:45]=1. The catalyst class is: 289.